Dataset: Forward reaction prediction with 1.9M reactions from USPTO patents (1976-2016). Task: Predict the product of the given reaction. (1) The product is: [NH2:20][C:10]1[C:9]([O:8][C@@H:7]([C:23]2[CH:24]=[N:25][CH:26]=[CH:27][CH:28]=2)[CH2:6][N:1]2[CH:5]=[CH:4][N:3]=[CH:2]2)=[CH:18][CH:17]=[C:16]2[C:11]=1[CH2:12][CH2:13][CH2:14][C:15]2=[O:19]. Given the reactants [N:1]1([CH2:6][C@H:7]([C:23]2[CH:24]=[N:25][CH:26]=[CH:27][CH:28]=2)[O:8][C:9]2[C:10]([N+:20]([O-])=O)=[C:11]3[C:16](=[CH:17][CH:18]=2)[C:15](=[O:19])[CH2:14][CH2:13][CH2:12]3)[CH:5]=[CH:4][N:3]=[CH:2]1.CO.C(O)(=O)C.C([O-])(O)=O.[Na+], predict the reaction product. (2) Given the reactants Br[C:2]1[CH:7]=[C:6]([CH3:8])[CH:5]=[C:4]([Br:9])[N:3]=1.CC(C)([O-])C.[Na+].[NH2:16][C:17]1[CH:22]=[C:21]([CH3:23])[C:20]([F:24])=[CH:19][N:18]=1, predict the reaction product. The product is: [Br:9][C:4]1[N:3]=[C:2]([NH:16][C:17]2[CH:22]=[C:21]([CH3:23])[C:20]([F:24])=[CH:19][N:18]=2)[CH:7]=[C:6]([CH3:8])[CH:5]=1. (3) The product is: [C:18](=[O:19])([O-:23])[O-:21].[CH3:1][N+:2]([CH3:18])([CH3:17])[CH2:3][CH2:4][CH2:5][CH2:6][CH2:7][CH2:8][CH2:9][CH2:10][CH2:11][CH2:12][CH2:13][CH2:14][CH2:15][CH3:16].[CH3:1][N+:2]([CH2:3][CH2:4][CH2:5][CH2:6][CH2:7][CH2:8][CH2:9][CH2:10][CH2:11][CH2:12][CH2:13][CH2:14][CH2:15][CH3:16])([CH3:18])[CH3:17]. Given the reactants [CH3:1][N:2]([CH3:17])[CH2:3][CH2:4][CH2:5][CH2:6][CH2:7][CH2:8][CH2:9][CH2:10][CH2:11][CH2:12][CH2:13][CH2:14][CH2:15][CH3:16].[C:18](=[O:23])([O:21]C)[O:19]C, predict the reaction product. (4) Given the reactants [CH3:1][O:2][C:3]1[CH:8]=[CH:7][CH:6]=[CH:5][C:4]=1[N:9]1[CH2:14][CH2:13][C:12]([C:19]2[CH:24]=[CH:23][CH:22]=[C:21]([O:25][CH3:26])[CH:20]=2)([C:15]([O:17]C)=[O:16])[CH2:11][CH2:10]1.[OH-].[Li+], predict the reaction product. The product is: [CH3:1][O:2][C:3]1[CH:8]=[CH:7][CH:6]=[CH:5][C:4]=1[N:9]1[CH2:10][CH2:11][C:12]([C:19]2[CH:24]=[CH:23][CH:22]=[C:21]([O:25][CH3:26])[CH:20]=2)([C:15]([OH:17])=[O:16])[CH2:13][CH2:14]1. (5) The product is: [C:1]([O:5][C:6](=[O:28])[NH:7][CH2:8][CH2:9][C:10]1[CH:15]=[CH:14][C:13]([O:16][C:17]2[CH:22]=[CH:21][C:20]([C:23]([F:26])([F:25])[F:24])=[CH:19][N:18]=2)=[C:12]([C:29]#[N:30])[CH:11]=1)([CH3:4])([CH3:3])[CH3:2]. Given the reactants [C:1]([O:5][C:6](=[O:28])[NH:7][CH2:8][CH2:9][C:10]1[CH:15]=[CH:14][C:13]([O:16][C:17]2[CH:22]=[CH:21][C:20]([C:23]([F:26])([F:25])[F:24])=[CH:19][N:18]=2)=[C:12](Br)[CH:11]=1)([CH3:4])([CH3:3])[CH3:2].[CH3:29][N:30](C)C=O, predict the reaction product. (6) Given the reactants Br[C:2]1[N:6]([S:7]([C:10]2[CH:15]=[CH:14][CH:13]=[C:12]([Cl:16])[CH:11]=2)(=[O:9])=[O:8])[CH:5]=[C:4]([CH2:17][N:18]([CH3:26])[C:19](=[O:25])[O:20][C:21]([CH3:24])([CH3:23])[CH3:22])[CH:3]=1.[S:27]1[CH:31]=[CH:30][C:29](B(O)O)=[CH:28]1.C(=O)([O-])[O-].[Na+].[Na+], predict the reaction product. The product is: [Cl:16][C:12]1[CH:11]=[C:10]([S:7]([N:6]2[C:2]([C:29]3[CH:30]=[CH:31][S:27][CH:28]=3)=[CH:3][C:4]([CH2:17][N:18]([CH3:26])[C:19](=[O:25])[O:20][C:21]([CH3:24])([CH3:23])[CH3:22])=[CH:5]2)(=[O:9])=[O:8])[CH:15]=[CH:14][CH:13]=1.